From a dataset of Catalyst prediction with 721,799 reactions and 888 catalyst types from USPTO. Predict which catalyst facilitates the given reaction. Reactant: [F:1][C:2]1([F:17])[O:6][C:5]2[CH:7]=[CH:8][C:9]([C:11]3([C:14]([OH:16])=O)[CH2:13][CH2:12]3)=[CH:10][C:4]=2[O:3]1.S(Cl)(Cl)=O.[NH2:22][C:23]1[CH:24]=[C:25]2[C:29](=[CH:30][C:31]=1[F:32])[N:28]([CH2:33][C@@H:34]([OH:44])[CH2:35][O:36][CH2:37][C:38]1[CH:43]=[CH:42][CH:41]=[CH:40][CH:39]=1)[C:27]([C:45]([CH3:56])([CH3:55])[CH2:46][O:47][CH2:48][C:49]1[CH:54]=[CH:53][CH:52]=[CH:51][CH:50]=1)=[CH:26]2.C(N(CC)CC)C. Product: [CH2:37]([O:36][CH2:35][C@H:34]([OH:44])[CH2:33][N:28]1[C:29]2[C:25](=[CH:24][C:23]([NH:22][C:14]([C:11]3([C:9]4[CH:8]=[CH:7][C:5]5[O:6][C:2]([F:1])([F:17])[O:3][C:4]=5[CH:10]=4)[CH2:12][CH2:13]3)=[O:16])=[C:31]([F:32])[CH:30]=2)[CH:26]=[C:27]1[C:45]([CH3:55])([CH3:56])[CH2:46][O:47][CH2:48][C:49]1[CH:50]=[CH:51][CH:52]=[CH:53][CH:54]=1)[C:38]1[CH:39]=[CH:40][CH:41]=[CH:42][CH:43]=1. The catalyst class is: 308.